This data is from Full USPTO retrosynthesis dataset with 1.9M reactions from patents (1976-2016). The task is: Predict the reactants needed to synthesize the given product. Given the product [OH:8][C:9]1[CH:10]=[CH:11][C:12]([CH2:13][CH2:14][N:15]([CH3:23])[C:16](=[O:22])[O:17][C:18]([CH3:20])([CH3:21])[CH3:19])=[CH:24][CH:25]=1, predict the reactants needed to synthesize it. The reactants are: C([O:8][C:9]1[CH:25]=[CH:24][C:12]([CH2:13][CH2:14][N:15]([CH3:23])[C:16](=[O:22])[O:17][C:18]([CH3:21])([CH3:20])[CH3:19])=[CH:11][CH:10]=1)C1C=CC=CC=1.